This data is from Full USPTO retrosynthesis dataset with 1.9M reactions from patents (1976-2016). The task is: Predict the reactants needed to synthesize the given product. (1) Given the product [N:1]1[CH:6]=[CH:5][C:4]([CH2:7][CH2:8][CH2:9][NH2:10])=[CH:3][CH:2]=1, predict the reactants needed to synthesize it. The reactants are: [N:1]1[CH:6]=[CH:5][C:4]([CH2:7][CH2:8][CH2:9][N:10]2C(=O)C3=CC=CC=C3C2=O)=[CH:3][CH:2]=1.O.NN. (2) Given the product [C:22]([C:19]1[CH:18]=[CH:17][C:16]([C:13]2[O:12][C:11]([CH2:10][C:6]3[CH:5]=[C:4]([CH:9]=[CH:8][CH:7]=3)[C:3]([OH:24])=[O:2])=[N:15][N:14]=2)=[CH:21][CH:20]=1)#[N:23], predict the reactants needed to synthesize it. The reactants are: C[O:2][C:3](=[O:24])[C:4]1[CH:9]=[CH:8][CH:7]=[C:6]([CH2:10][C:11]2[O:12][C:13]([C:16]3[CH:21]=[CH:20][C:19]([C:22]#[N:23])=[CH:18][CH:17]=3)=[N:14][N:15]=2)[CH:5]=1.O.[OH-].[Na+].Cl. (3) Given the product [CH:1]1([NH:4][C:5](=[O:6])[C:7]2[CH:12]=[C:11]([C:13]3[CH:14]=[C:15]4[C:19](=[CH:20][CH:21]=3)[N:18]([CH2:22][C:23](=[O:25])[NH:32][CH2:29][CH2:30][CH3:31])[N:17]=[CH:16]4)[C:10]([CH3:27])=[C:9]([F:28])[CH:8]=2)[CH2:3][CH2:2]1, predict the reactants needed to synthesize it. The reactants are: [CH:1]1([NH:4][C:5]([C:7]2[CH:8]=[C:9]([F:28])[C:10]([CH3:27])=[C:11]([C:13]3[CH:14]=[C:15]4[C:19](=[CH:20][CH:21]=3)[N:18]([CH2:22][C:23]([O:25]C)=O)[N:17]=[CH:16]4)[CH:12]=2)=[O:6])[CH2:3][CH2:2]1.[CH2:29]([NH2:32])[CH2:30][CH3:31]. (4) The reactants are: [F:1][CH:2]1[CH2:7][CH2:6][CH2:5][N:4]([C:8]2[CH:9]=[C:10]([N:17]3[CH2:22][CH2:21][N:20]([CH3:23])[CH2:19][CH2:18]3)[CH:11]=[CH:12][C:13]=2[N+:14]([O-])=O)[CH2:3]1.CCO.O. Given the product [F:1][CH:2]1[CH2:7][CH2:6][CH2:5][N:4]([C:8]2[CH:9]=[C:10]([N:17]3[CH2:18][CH2:19][N:20]([CH3:23])[CH2:21][CH2:22]3)[CH:11]=[CH:12][C:13]=2[NH2:14])[CH2:3]1, predict the reactants needed to synthesize it.